Dataset: Catalyst prediction with 721,799 reactions and 888 catalyst types from USPTO. Task: Predict which catalyst facilitates the given reaction. (1) Reactant: [OH-].[Na+].[CH3:3]N(N=O)C(N[N+]([O-])=O)=N.[Cl:13][C:14]1[CH:22]=[C:21]([CH2:23][C:24]([OH:26])=[O:25])[C:20]2[C:16](=[CH:17][N:18]([CH2:27][O:28][CH2:29][CH2:30][Si:31]([CH3:34])([CH3:33])[CH3:32])[N:19]=2)[CH:15]=1. Product: [Cl:13][C:14]1[CH:22]=[C:21]([CH2:23][C:24]([O:26][CH3:3])=[O:25])[C:20]2[C:16](=[CH:17][N:18]([CH2:27][O:28][CH2:29][CH2:30][Si:31]([CH3:33])([CH3:32])[CH3:34])[N:19]=2)[CH:15]=1. The catalyst class is: 27. (2) Reactant: [F:1][C:2]([F:31])([C:20]1[CH:25]=[CH:24][C:23]([O:26][C:27]([F:30])([F:29])[F:28])=[CH:22][N:21]=1)[CH2:3][N:4]1[CH2:9][CH2:8][CH:7]([NH:10][C:11]2[C:12]3[CH:19]=[CH:18][NH:17][C:13]=3[N:14]=[CH:15][N:16]=2)[CH2:6][CH2:5]1.[ClH:32]. Product: [ClH:32].[F:31][C:2]([F:1])([C:20]1[CH:25]=[CH:24][C:23]([O:26][C:27]([F:28])([F:30])[F:29])=[CH:22][N:21]=1)[CH2:3][N:4]1[CH2:9][CH2:8][CH:7]([NH:10][C:11]2[C:12]3[CH:19]=[CH:18][NH:17][C:13]=3[N:14]=[CH:15][N:16]=2)[CH2:6][CH2:5]1. The catalyst class is: 5. (3) Reactant: [NH2:1][C:2]1[CH:11]=[C:10]([O:12][CH3:13])[CH:9]=[CH:8][C:3]=1[C:4]([O:6][CH3:7])=[O:5].[Br:14]Br. Product: [NH2:1][C:2]1[CH:11]=[C:10]([O:12][CH3:13])[C:9]([Br:14])=[CH:8][C:3]=1[C:4]([O:6][CH3:7])=[O:5].[BrH:14]. The catalyst class is: 22. (4) Reactant: [N:1]1([CH2:7][C:8]2[N:13]=[C:12]([C:14]([OH:16])=O)[CH:11]=[CH:10][CH:9]=2)[CH2:6][CH2:5][O:4][CH2:3][CH2:2]1.F[P-](F)(F)(F)(F)F.N1(OC(N(C)C)=[N+](C)C)C2N=CC=CC=2N=N1.CCN(C(C)C)C(C)C.[NH:50]1[C:58]2[C:53](=[C:54]([C:59]3[CH:60]=[C:61]([NH2:74])[C:62]4[C:66]([CH:67]=3)=[N:65][N:64](C3CCCCO3)[CH:63]=4)[CH:55]=[CH:56][CH:57]=2)[CH:52]=[CH:51]1.C(=O)(O)[O-].[Na+]. Product: [NH:50]1[C:58]2[C:53](=[C:54]([C:59]3[CH:67]=[C:66]4[C:62]([CH:63]=[N:64][NH:65]4)=[C:61]([NH:74][C:14]([C:12]4[CH:11]=[CH:10][CH:9]=[C:8]([CH2:7][N:1]5[CH2:2][CH2:3][O:4][CH2:5][CH2:6]5)[N:13]=4)=[O:16])[CH:60]=3)[CH:55]=[CH:56][CH:57]=2)[CH:52]=[CH:51]1. The catalyst class is: 3. (5) Reactant: [CH3:1][O:2][N:3]([CH3:19])[C:4]([CH:6]1[CH2:11][CH2:10][N:9](C(OC(C)(C)C)=O)[CH2:8][CH2:7]1)=[O:5].FC(F)(F)C(O)=O. Product: [CH3:1][O:2][N:3]([CH3:19])[C:4]([CH:6]1[CH2:7][CH2:8][NH:9][CH2:10][CH2:11]1)=[O:5]. The catalyst class is: 2. (6) Reactant: [C:1]([O:5][C:6](=[O:33])[CH:7]=[C:8](OS(C(F)(F)F)(=O)=O)[CH2:9][CH2:10][CH2:11][CH2:12][CH2:13][CH2:14][C:15]1[CH:24]=[CH:23][C:22]2[CH2:21][CH2:20][CH2:19][NH:18][C:17]=2[N:16]=1)([CH3:4])([CH3:3])[CH3:2].[S:34]1[C:38](B(O)O)=[CH:37][C:36]2[CH:42]=[CH:43][CH:44]=[CH:45][C:35]1=2.C(=O)([O-])[O-].[K+].[K+].C(=O)([O-])O.[Na+]. Product: [C:1]([O:5][C:6](=[O:33])[CH:7]=[C:8]([C:38]1[S:34][C:35]2[CH:45]=[CH:44][CH:43]=[CH:42][C:36]=2[CH:37]=1)[CH2:9][CH2:10][CH2:11][CH2:12][CH2:13][CH2:14][C:15]1[CH:24]=[CH:23][C:22]2[CH2:21][CH2:20][CH2:19][NH:18][C:17]=2[N:16]=1)([CH3:2])([CH3:3])[CH3:4]. The catalyst class is: 11. (7) Reactant: [O:1]1[CH2:6][CH2:5][N:4]([C:7]2[C:12]([N:13]3[CH:17]=[CH:16][CH:15]=[N:14]3)=[CH:11][C:10]([N+:18]([O-])=O)=[CH:9][N:8]=2)[CH2:3][CH2:2]1. Product: [O:1]1[CH2:6][CH2:5][N:4]([C:7]2[N:8]=[CH:9][C:10]([NH2:18])=[CH:11][C:12]=2[N:13]2[CH:17]=[CH:16][CH:15]=[N:14]2)[CH2:3][CH2:2]1. The catalyst class is: 43. (8) Reactant: C(OC(=O)[NH:7][C:8]([C:10]1[S:11][C:12]([S:26][CH3:27])=[C:13]([S:15]([C:18]2[CH:19]=[N:20][C:21](Cl)=[C:22]([Br:24])[CH:23]=2)(=[O:17])=[O:16])[CH:14]=1)=[NH:9])(C)(C)C.[NH2:29][C:30]1[C:35]([CH2:36][NH2:37])=[CH:34][N:33]=[C:32](C)[N:31]=1.C(Cl)Cl.[C:42]([OH:48])([C:44]([F:47])([F:46])[F:45])=[O:43]. Product: [F:45][C:44]([F:47])([F:46])[C:42]([OH:48])=[O:43].[NH2:29][C:30]1[C:35]([CH2:36][NH:37][C:21]2[N:20]=[CH:19][C:18]([S:15]([C:13]3[CH:14]=[C:10]([C:8]([NH2:9])=[NH:7])[S:11][C:12]=3[S:26][CH3:27])(=[O:16])=[O:17])=[CH:23][C:22]=2[Br:24])=[CH:34][N:33]=[CH:32][N:31]=1. The catalyst class is: 1.